From a dataset of Full USPTO retrosynthesis dataset with 1.9M reactions from patents (1976-2016). Predict the reactants needed to synthesize the given product. (1) Given the product [CH3:28][C:27]1[CH:26]=[CH:25][N:24]=[CH:23][C:22]=1[NH:21][C:11]([C:9]1[C:10]2[C:2]([CH3:1])=[N:3][N:4]([C:15]3[CH:16]=[CH:17][CH:18]=[CH:19][CH:20]=3)[C:5]=2[N:6]=[C:7]([CH3:14])[CH:8]=1)=[O:13], predict the reactants needed to synthesize it. The reactants are: [CH3:1][C:2]1[C:10]2[C:9]([C:11]([OH:13])=O)=[CH:8][C:7]([CH3:14])=[N:6][C:5]=2[N:4]([C:15]2[CH:20]=[CH:19][CH:18]=[CH:17][CH:16]=2)[N:3]=1.[NH2:21][C:22]1[CH:23]=[N:24][CH:25]=[CH:26][C:27]=1[CH3:28].CN1CCOCC1.CCN=C=NCCCN(C)C.Cl.C1C=CC2N(O)N=NC=2C=1. (2) Given the product [Cl:1][C:2]1[N:11]=[C:10]([C:12]2[CH:17]=[CH:16][CH:15]=[C:14]([OH:18])[CH:13]=2)[CH:9]=[C:8]2[C:3]=1[CH:4]=[CH:5][CH:6]=[N:7]2, predict the reactants needed to synthesize it. The reactants are: [Cl:1][C:2]1[N:11]=[C:10]([C:12]2[CH:17]=[CH:16][CH:15]=[C:14]([O:18]C)[CH:13]=2)[CH:9]=[C:8]2[C:3]=1[CH:4]=[CH:5][CH:6]=[N:7]2.B(Br)(Br)Br. (3) Given the product [C:20]([C:17]1[CH:18]=[CH:19][C:14]([N:2]2[CH:3]=[C:4]3[C:9]([C:8]([C:10]([NH2:12])=[O:11])=[CH:7][CH:6]=[CH:5]3)=[N:1]2)=[CH:15][CH:16]=1)(=[O:22])[CH3:21], predict the reactants needed to synthesize it. The reactants are: [NH:1]1[C:9]2[C:4](=[CH:5][CH:6]=[CH:7][C:8]=2[C:10]([NH2:12])=[O:11])[CH:3]=[N:2]1.F[C:14]1[CH:19]=[CH:18][C:17]([C:20](=[O:22])[CH3:21])=[CH:16][CH:15]=1. (4) Given the product [CH3:1][O:2][C:3](=[O:23])[C:4]1[CH:9]=[CH:8][C:7]([CH2:10][N:11]2[CH:20]=[CH:19][C:18]3[C:13](=[N:14][C:15]([C:32]#[C:31][CH2:30][C:24]4[CH:29]=[CH:28][CH:27]=[CH:26][CH:25]=4)=[CH:16][CH:17]=3)[C:12]2=[O:22])=[CH:6][CH:5]=1, predict the reactants needed to synthesize it. The reactants are: [CH3:1][O:2][C:3](=[O:23])[C:4]1[CH:9]=[CH:8][C:7]([CH2:10][N:11]2[CH:20]=[CH:19][C:18]3[C:13](=[N:14][C:15](Br)=[CH:16][CH:17]=3)[C:12]2=[O:22])=[CH:6][CH:5]=1.[C:24]1([CH2:30][C:31]#[CH:32])[CH:29]=[CH:28][CH:27]=[CH:26][CH:25]=1.C(N(CC)CC)C.